Predict the product of the given reaction. From a dataset of Forward reaction prediction with 1.9M reactions from USPTO patents (1976-2016). (1) Given the reactants [CH2:1]([O:6][CH:7]1[CH2:16][CH2:15][C:14]2[CH:13]=[C:12]([C@H:17]3[CH2:26][CH2:25][C@@:19]4([NH:23]C(=O)[O:21][CH2:20]4)[CH2:18]3)[CH:11]=[CH:10][C:9]=2[CH2:8]1)[CH2:2][CH2:3][CH2:4][CH3:5].O.[OH-].[Li+].O1CCOCC1, predict the reaction product. The product is: [NH2:23][C@:19]1([CH2:20][OH:21])[CH2:25][CH2:26][C@H:17]([C:12]2[CH:11]=[CH:10][C:9]3[CH2:8][CH:7]([O:6][CH2:1][CH2:2][CH2:3][CH2:4][CH3:5])[CH2:16][CH2:15][C:14]=3[CH:13]=2)[CH2:18]1. (2) The product is: [CH:33]([NH:32][C:7]([C:6]1[S:5][C:4](/[CH:10]=[CH:11]/[C:12]2[N:13]([CH3:23])[N:14]=[N:15][C:16]=2[C:17]2[CH:22]=[CH:21][CH:20]=[CH:19][N:18]=2)=[N:3][C:2]=1[CH3:1])=[O:9])([CH3:38])[CH3:34]. Given the reactants [CH3:1][C:2]1[N:3]=[C:4](/[CH:10]=[CH:11]/[C:12]2[N:13]([CH3:23])[N:14]=[N:15][C:16]=2[C:17]2[CH:22]=[CH:21][CH:20]=[CH:19][N:18]=2)[S:5][C:6]=1[C:7]([OH:9])=O.CN(C(O[N:32]1N=N[C:34]2C=CC=[CH:38][C:33]1=2)=[N+](C)C)C.[B-](F)(F)(F)F.CCN(C(C)C)C(C)C.C(N)(C)C, predict the reaction product. (3) The product is: [F:1][C:2]([F:25])([C:6]([F:24])([F:23])[C:7]([F:22])([F:21])[C:8]([F:20])([F:19])[C:9]([F:18])([F:17])[C:10]([F:16])([F:15])[C:11]([F:14])([F:13])[F:12])[C:3]([N:29]([CH2:30][CH:31]=[CH2:32])[CH2:26][CH:27]=[CH2:28])=[O:4]. Given the reactants [F:1][C:2]([F:25])([C:6]([F:24])([F:23])[C:7]([F:22])([F:21])[C:8]([F:20])([F:19])[C:9]([F:18])([F:17])[C:10]([F:16])([F:15])[C:11]([F:14])([F:13])[F:12])[C:3](Cl)=[O:4].[CH2:26]([NH:29][CH2:30][CH:31]=[CH2:32])[CH:27]=[CH2:28], predict the reaction product.